From a dataset of Full USPTO retrosynthesis dataset with 1.9M reactions from patents (1976-2016). Predict the reactants needed to synthesize the given product. Given the product [CH3:27][O:28][C:29]1[CH:30]=[C:31]([C:38]2[CH:43]=[CH:42][CH:41]=[CH:40][CH:39]=2)[CH:32]=[CH:33][C:34]=1[C:2]1[C:11]2[C:6](=[CH:7][C:8]([S:12]([O:15][C:16]3[C:21]([F:22])=[C:20]([F:23])[C:19]([F:24])=[C:18]([F:25])[C:17]=3[F:26])(=[O:14])=[O:13])=[CH:9][CH:10]=2)[CH:5]=[CH:4][N:3]=1, predict the reactants needed to synthesize it. The reactants are: Cl[C:2]1[C:11]2[C:6](=[CH:7][C:8]([S:12]([O:15][C:16]3[C:21]([F:22])=[C:20]([F:23])[C:19]([F:24])=[C:18]([F:25])[C:17]=3[F:26])(=[O:14])=[O:13])=[CH:9][CH:10]=2)[CH:5]=[CH:4][N:3]=1.[CH3:27][O:28][C:29]1[CH:30]=[C:31]([C:38]2[CH:43]=[CH:42][CH:41]=[CH:40][CH:39]=2)[CH:32]=[CH:33][C:34]=1B(O)O.C([O-])([O-])=O.[K+].[K+].